Dataset: Forward reaction prediction with 1.9M reactions from USPTO patents (1976-2016). Task: Predict the product of the given reaction. Given the reactants [CH3:1][O:2][C:3](=[O:41])[CH2:4][CH2:5][C:6]1[CH:11]=[CH:10][CH:9]=[C:8]([CH2:12][C:13](=[O:40])[NH:14][C:15]2[CH:20]=[CH:19][CH:18]=[CH:17][C:16]=2[S:21](=[O:39])(=[O:38])[NH:22][C:23]([C@@:25]2([NH:30]C(OC(C)(C)C)=O)[CH2:27][C@H:26]2[CH:28]=[CH2:29])=[O:24])[CH:7]=1.Cl, predict the reaction product. The product is: [CH3:1][O:2][C:3](=[O:41])[CH2:4][CH2:5][C:6]1[CH:11]=[CH:10][CH:9]=[C:8]([CH2:12][C:13](=[O:40])[NH:14][C:15]2[CH:20]=[CH:19][CH:18]=[CH:17][C:16]=2[S:21](=[O:39])(=[O:38])[NH:22][C:23]([C@@:25]2([NH2:30])[CH2:27][C@H:26]2[CH:28]=[CH2:29])=[O:24])[CH:7]=1.